Dataset: Forward reaction prediction with 1.9M reactions from USPTO patents (1976-2016). Task: Predict the product of the given reaction. Given the reactants [F:1][C@H:2]1[C@H:7]([O:8][C:9]2[CH:14]=[CH:13][C:12]([N+:15]([O-:17])=[O:16])=[CH:11][C:10]=2[C:18]([F:21])([F:20])[F:19])[CH2:6][CH2:5][NH:4][CH2:3]1.[O:22]1[CH2:25][C:24](=O)[CH2:23]1.C(O[BH-](OC(=O)C)OC(=O)C)(=O)C.[Na+], predict the reaction product. The product is: [F:1][C@H:2]1[C@H:7]([O:8][C:9]2[CH:14]=[CH:13][C:12]([N+:15]([O-:17])=[O:16])=[CH:11][C:10]=2[C:18]([F:21])([F:19])[F:20])[CH2:6][CH2:5][N:4]([CH:24]2[CH2:25][O:22][CH2:23]2)[CH2:3]1.